The task is: Predict the product of the given reaction.. This data is from Forward reaction prediction with 1.9M reactions from USPTO patents (1976-2016). (1) Given the reactants C(C1C(=O)OC(C2C=CC(C(F)(F)F)=CC=2)=N1)(C)C.[CH2:20]([O:22][C:23](=[O:44])[CH:24]([C:26]1[O:30][C:29]([C:31]2[CH:36]=[CH:35][C:34]([C:37]([F:40])([F:39])[F:38])=[CH:33][CH:32]=2)=[N:28][C:27]=1[CH:41]([CH3:43])[CH3:42])[CH3:25])[CH3:21].CCOC(C(C)=P(C1C=CC=CC=1)(C1C=CC=CC=1)C1C=CC=CC=1)=O, predict the reaction product. The product is: [CH2:20]([O:22][C:23](=[O:44])[CH:24]([C:26]1[O:30][C:29]([C:31]2[CH:36]=[CH:35][C:34]([C:37]([F:39])([F:40])[F:38])=[CH:33][CH:32]=2)=[N:28][C:27]=1[CH:41]([CH3:43])[CH3:42])[CH3:25])[CH3:21]. (2) Given the reactants [CH:1]1([N:6]2[CH2:12][C:11]([CH3:14])([CH3:13])[C:10](=[O:15])[N:9]([CH3:16])[C:8]3[CH:17]=[N:18][C:19]([NH:21][C:22]4[CH:30]=[CH:29][C:25]([C:26]([OH:28])=O)=[CH:24][C:23]=4[O:31][CH3:32])=[N:20][C:7]2=3)[CH2:5][CH2:4][CH2:3][CH2:2]1.ON1C2C=CC=CC=2N=N1.F[P-](F)(F)(F)(F)F.CN(C(N(C)C)=[N+]1C2C=CC=CC=2[N+]([O-])=N1)C.[NH2:67][CH:68]1[CH2:73][CH2:72][N:71]([CH3:74])[CH2:70][CH2:69]1, predict the reaction product. The product is: [CH:1]1([N:6]2[CH2:12][C:11]([CH3:13])([CH3:14])[C:10](=[O:15])[N:9]([CH3:16])[C:8]3[CH:17]=[N:18][C:19]([NH:21][C:22]4[CH:30]=[CH:29][C:25]([C:26]([NH:67][CH:68]5[CH2:73][CH2:72][N:71]([CH3:74])[CH2:70][CH2:69]5)=[O:28])=[CH:24][C:23]=4[O:31][CH3:32])=[N:20][C:7]2=3)[CH2:5][CH2:4][CH2:3][CH2:2]1.